Dataset: Reaction yield outcomes from USPTO patents with 853,638 reactions. Task: Predict the reaction yield, written as a fraction of the theoretical maximum amount of product (1.0 means a 100% yield; for example, 0.34 means a 34% yield). (1) The reactants are [CH3:1][O:2][C:3]1[CH:4]=[C:5]2[C:10](=[CH:11][C:12]=1[O:13][CH3:14])[N:9]=[CH:8][CH:7]=[C:6]2[O:15][C:16]1[C:17]([OH:22])=[N:18][CH:19]=[CH:20][CH:21]=1.C(=O)([O-])[O-].[K+].[K+].[CH:29]1(Br)[CH2:33][CH2:32][CH2:31][CH2:30]1.O. The catalyst is C(Cl)(Cl)Cl. The product is [CH:29]1([O:22][C:17]2[C:16]([O:15][C:6]3[C:5]4[C:10](=[CH:11][C:12]([O:13][CH3:14])=[C:3]([O:2][CH3:1])[CH:4]=4)[N:9]=[CH:8][CH:7]=3)=[CH:21][CH:20]=[CH:19][N:18]=2)[CH2:33][CH2:32][CH2:31][CH2:30]1. The yield is 0.550. (2) The reactants are S(Cl)(Cl)(=O)=O.[N+:6]([C:9]1[CH:10]=[CH:11][C:12]([SH:15])=[N:13][CH:14]=1)([O-:8])=[O:7].[SH:16][C@H:17]([CH3:20])[CH2:18][OH:19].[OH-].[NH4+]. The catalyst is C(Cl)Cl.O. The product is [N+:6]([C:9]1[CH:10]=[CH:11][C:12]([S:15][S:16][C@H:17]([CH3:20])[CH2:18][OH:19])=[N:13][CH:14]=1)([O-:8])=[O:7]. The yield is 0.210. (3) The reactants are Br[C:2]1[N:7]=[C:6]2[N:8]([CH2:11][C:12]3[CH:13]=[CH:14][C:15]4[O:19][CH2:18][CH2:17][C:16]=4[CH:20]=3)[N:9]=[N:10][C:5]2=[N:4][CH:3]=1.[CH3:21][N:22]1[CH:26]=[C:25](B2OC(C)(C)C(C)(C)O2)[CH:24]=[N:23]1.C(=O)([O-])[O-].[Na+].[Na+].N#N. The catalyst is COCCOC.O.Cl[Pd](Cl)([P](C1C=CC=CC=1)(C1C=CC=CC=1)C1C=CC=CC=1)[P](C1C=CC=CC=1)(C1C=CC=CC=1)C1C=CC=CC=1. The product is [O:19]1[C:15]2[CH:14]=[CH:13][C:12]([CH2:11][N:8]3[C:6]4=[N:7][C:2]([C:25]5[CH:24]=[N:23][N:22]([CH3:21])[CH:26]=5)=[CH:3][N:4]=[C:5]4[N:10]=[N:9]3)=[CH:20][C:16]=2[CH2:17][CH2:18]1. The yield is 0.240.